Dataset: Blood-brain barrier penetration binary classification data from Martins et al.. Task: Regression/Classification. Given a drug SMILES string, predict its absorption, distribution, metabolism, or excretion properties. Task type varies by dataset: regression for continuous measurements (e.g., permeability, clearance, half-life) or binary classification for categorical outcomes (e.g., BBB penetration, CYP inhibition). Dataset: bbb_martins. The compound is CC(C)(C)OC(=O)CCCc1ccc(N(CCCl)CCCl)cc1. The result is 1 (penetrates BBB).